This data is from Full USPTO retrosynthesis dataset with 1.9M reactions from patents (1976-2016). The task is: Predict the reactants needed to synthesize the given product. (1) Given the product [NH2:19][C:16]1[CH:17]=[CH:18][C:13]2[O:12][C:11]3[C:6]([O:5][CH:4]([F:3])[F:32])=[CH:7][CH:8]=[C:9]([C:22]4[O:23][CH:24]=[C:25]([C:27]([O:29][CH2:30][CH3:31])=[O:28])[N:26]=4)[C:10]=3[C:14]=2[CH:15]=1, predict the reactants needed to synthesize it. The reactants are: CO.[F:3][CH:4]([F:32])[O:5][C:6]1[C:11]2[O:12][C:13]3[CH:18]=[CH:17][C:16]([N+:19]([O-])=O)=[CH:15][C:14]=3[C:10]=2[C:9]([C:22]2[O:23][CH:24]=[C:25]([C:27]([O:29][CH2:30][CH3:31])=[O:28])[N:26]=2)=[CH:8][CH:7]=1.[H][H]. (2) Given the product [NH2:3][C:6]1[CH:18]=[C:17]([O:19][C:20]2[CH:25]=[CH:24][CH:23]=[CH:22][CH:21]=2)[CH:16]=[CH:15][C:7]=1[C:8]([O:10][C:11]([CH3:12])([CH3:13])[CH3:14])=[O:9], predict the reactants needed to synthesize it. The reactants are: CO.[N+:3]([C:6]1[CH:18]=[C:17]([O:19][C:20]2[CH:25]=[CH:24][CH:23]=[CH:22][CH:21]=2)[CH:16]=[CH:15][C:7]=1[C:8]([O:10][C:11]([CH3:14])([CH3:13])[CH3:12])=[O:9])([O-])=O. (3) Given the product [CH2:1]([O:3][C:4]([C:6]1[S:14][C:13]2[CH:12]=[CH:11][N:10]=[CH:9][C:8]=2[C:7]=1[NH:41][C:34]1[CH:35]=[CH:36][C:37]([S:39][CH3:40])=[CH:38][C:33]=1[F:32])=[O:5])[CH3:2], predict the reactants needed to synthesize it. The reactants are: [CH2:1]([O:3][C:4]([C:6]1[S:14][C:13]2[CH:12]=[CH:11][N:10]=[CH:9][C:8]=2[C:7]=1OS(C(F)(F)C(F)(F)C(F)(F)C(F)(F)F)(=O)=O)=[O:5])[CH3:2].[F:32][C:33]1[CH:38]=[C:37]([S:39][CH3:40])[CH:36]=[CH:35][C:34]=1[NH2:41].CC1(C)C2C(=C(P(C3C=CC=CC=3)C3C=CC=CC=3)C=CC=2)OC2C(P(C3C=CC=CC=3)C3C=CC=CC=3)=CC=CC1=2.[O-]P([O-])([O-])=O.[K+].[K+].[K+]. (4) Given the product [Cl:1][C:2]1[CH:7]=[CH:6][C:5]([S:8][C:9]2[C:17]3[C:12](=[N:13][CH:14]=[CH:15][CH:16]=3)[NH:11][C:10]=2[C:18]2[CH:25]=[C:22]3[C:21](=[CH:20][CH:19]=2)[NH:35][N:34]=[CH:23]3)=[CH:4][CH:3]=1, predict the reactants needed to synthesize it. The reactants are: [Cl:1][C:2]1[CH:7]=[CH:6][C:5]([S:8][C:9]2[C:17]3[C:12](=[N:13][CH:14]=[CH:15][CH:16]=3)[NH:11][C:10]=2[C:18]2[CH:19]=[CH:20][C:21](F)=[C:22]([CH:25]=2)[CH:23]=O)=[CH:4][CH:3]=1.II.C1COCC1.[NH2:34][NH2:35].